Dataset: Forward reaction prediction with 1.9M reactions from USPTO patents (1976-2016). Task: Predict the product of the given reaction. (1) Given the reactants [Br:1][C:2]1[CH:10]=[C:6]([C:7](O)=[O:8])[C:5]([OH:11])=[CH:4][CH:3]=1.OS(O)(=O)=O.[NH3:17], predict the reaction product. The product is: [Br:1][C:2]1[CH:3]=[CH:4][C:5]([OH:11])=[C:6]([CH:10]=1)[C:7]([NH2:17])=[O:8]. (2) The product is: [CH:1]1([C@H:7]([NH:41][C:42]([C:44]2[CH:49]=[N:48][CH:47]=[CH:46][N:45]=2)=[O:43])[C:8]([NH:10][C@@H:11]([C:37]([CH3:38])([CH3:40])[CH3:39])[C:12]([N:14]2[CH2:18][C@@H:17]3[CH2:19][CH2:20][CH2:21][C@@H:16]3[C@H:15]2[C:22]([NH:24][C@@H:25]([CH2:33][CH2:34][CH3:35])[C:26](=[O:32])[C:27]([NH:28][CH:29]2[CH2:30][CH2:31]2)=[O:53])=[O:23])=[O:13])=[O:9])[CH2:2][CH2:3][CH2:4][CH2:5][CH2:6]1. Given the reactants [CH:1]1([C@H:7]([NH:41][C:42]([C:44]2[CH:49]=[N:48][CH:47]=[CH:46][N:45]=2)=[O:43])[C:8]([NH:10][C@@H:11]([C:37]([CH3:40])([CH3:39])[CH3:38])[C:12]([N:14]2[CH2:18][C@@H:17]3[CH2:19][CH2:20][CH2:21][C@@H:16]3[C@H:15]2[C:22]([NH:24][C@@H:25]([CH2:33][CH2:34][CH:35]=O)[C@H:26]([OH:32])[CH2:27][NH:28][CH:29]2[CH2:31][CH2:30]2)=[O:23])=[O:13])=[O:9])[CH2:6][CH2:5][CH2:4][CH2:3][CH2:2]1.[Br-].[Na+].C(=O)(O)[O-:53].[Na+].CC1(C)N([O])C(C)(C)CCC1.Cl[O-].[Na+], predict the reaction product. (3) The product is: [NH2:2][CH:3]([CH2:8][C:9]1[CH:14]=[C:13]([F:15])[CH:12]=[C:11]([F:16])[CH:10]=1)[C:4]([NH2:18])=[O:5]. Given the reactants Cl.[NH2:2][CH:3]([CH2:8][C:9]1[CH:14]=[C:13]([F:15])[CH:12]=[C:11]([F:16])[CH:10]=1)[C:4](OC)=[O:5].[OH-].[NH4+:18], predict the reaction product. (4) Given the reactants [N:1]1([CH2:6][CH2:7][C@H:8]2[CH2:13][C@@H:12]([O:14][Si](C(C)(C)C)(C3C=CC=CC=3)C3C=CC=CC=3)[CH2:11][CH2:10][C@@:9]2([C@H:33]2[CH2:41][CH2:40][C@@:39]3([CH3:42])[C@@H:35]([CH2:36][CH2:37][C:38]3=[CH2:43])[C@@H:34]2[OH:44])[CH3:32])[CH:5]=[CH:4][N:3]=[CH:2]1.CCCC[N+](CCCC)(CCCC)CCCC.[F-], predict the reaction product. The product is: [N:1]1([CH2:6][CH2:7][C@H:8]2[CH2:13][C@@H:12]([OH:14])[CH2:11][CH2:10][C@@:9]2([C@H:33]2[CH2:41][CH2:40][C@@:39]3([CH3:42])[C@@H:35]([CH2:36][CH2:37][C:38]3=[CH2:43])[C@@H:34]2[OH:44])[CH3:32])[CH:5]=[CH:4][N:3]=[CH:2]1. (5) Given the reactants [Cl-].[CH:2]1[C:11]2[C:6](=[CH:7][CH:8]=[CH:9][CH:10]=2)[CH:5]=[CH:4][C:3]=1[C:12](=[O:15])[CH2:13][NH3+:14].[C:16]1([S:22](Cl)(=[O:24])=[O:23])[CH:21]=[CH:20][CH:19]=[CH:18][CH:17]=1.CCN(CC)CC, predict the reaction product. The product is: [CH:2]1[C:11]2[C:6](=[CH:7][CH:8]=[CH:9][CH:10]=2)[CH:5]=[CH:4][C:3]=1[C:12](=[O:15])[CH2:13][NH:14][S:22]([C:16]1[CH:21]=[CH:20][CH:19]=[CH:18][CH:17]=1)(=[O:24])=[O:23]. (6) Given the reactants [CH3:1][C:2]1[N:7]=[C:6]2[NH:8][N:9]=[CH:10][C:5]2=[C:4]([NH2:11])[N:3]=1.[F:12][C:13]1[C:18](I)=[CH:17][CH:16]=[CH:15][N:14]=1, predict the reaction product. The product is: [F:12][C:13]1[C:18]([N:8]2[C:6]3=[N:7][C:2]([CH3:1])=[N:3][C:4]([NH2:11])=[C:5]3[CH:10]=[N:9]2)=[CH:17][CH:16]=[CH:15][N:14]=1.